Dataset: Forward reaction prediction with 1.9M reactions from USPTO patents (1976-2016). Task: Predict the product of the given reaction. (1) The product is: [Cl:1][C:2]1[CH:3]=[C:4]([C@@H:8]([OH:33])[CH2:9][N:10]([CH2:11][CH2:12][C:13]2[CH:14]=[CH:15][C:16]([S:19]([C:22]3[CH:23]=[CH:24][C:25]([O:26][CH2:27][C:28]([OH:30])=[O:29])=[CH:31][CH:32]=3)(=[O:20])=[O:21])=[CH:17][CH:18]=2)[C:48]([O:47][CH2:46][C:41]2[O:42][C:43](=[O:45])[O:44][C:40]=2[CH3:39])=[O:49])[CH:5]=[CH:6][CH:7]=1. Given the reactants [Cl:1][C:2]1[CH:3]=[C:4]([C@@H:8]([OH:33])[CH2:9][NH:10][CH2:11][CH2:12][C:13]2[CH:18]=[CH:17][C:16]([S:19]([C:22]3[CH:32]=[CH:31][C:25]([O:26][CH2:27][C:28]([OH:30])=[O:29])=[CH:24][CH:23]=3)(=[O:21])=[O:20])=[CH:15][CH:14]=2)[CH:5]=[CH:6][CH:7]=1.C(=O)(O)[O-].[Na+].[CH3:39][C:40]1[O:44][C:43](=[O:45])[O:42][C:41]=1[CH2:46][O:47][C:48](ON1C(=O)CCC1=O)=[O:49].Cl, predict the reaction product. (2) Given the reactants [Cl:1][C:2]1[CH:7]=[CH:6][C:5]([C:8]2[CH:13]=[CH:12][C:11]([O:14][C@@H:15]([CH3:20])[C:16]([O:18]C)=[O:17])=[CH:10][CH:9]=2)=[CH:4][C:3]=1[C:21]([NH:23][CH2:24][C:25]12[CH2:34][CH:29]3[CH2:30][CH:31]([CH2:33][CH:27]([CH2:28]3)[CH2:26]1)[CH2:32]2)=[O:22].[OH-].[K+].CO, predict the reaction product. The product is: [Cl:1][C:2]1[CH:7]=[CH:6][C:5]([C:8]2[CH:13]=[CH:12][C:11]([O:14][C@@H:15]([CH3:20])[C:16]([OH:18])=[O:17])=[CH:10][CH:9]=2)=[CH:4][C:3]=1[C:21]([NH:23][CH2:24][C:25]12[CH2:32][CH:31]3[CH2:33][CH:27]([CH2:28][CH:29]([CH2:30]3)[CH2:34]1)[CH2:26]2)=[O:22]. (3) Given the reactants C(=[NH:14])(C1C=CC=CC=1)C1C=CC=CC=1.Br[C:16]1[C:17](=[O:24])[N:18]([CH3:23])[CH:19]=[C:20]([Br:22])[CH:21]=1.C1C=CC(P(C2C(C3C(P(C4C=CC=CC=4)C4C=CC=CC=4)=CC=C4C=3C=CC=C4)=C3C(C=CC=C3)=CC=2)C2C=CC=CC=2)=CC=1.C([O-])([O-])=O.[Cs+].[Cs+], predict the reaction product. The product is: [NH2:14][C:16]1[C:17](=[O:24])[N:18]([CH3:23])[CH:19]=[C:20]([Br:22])[CH:21]=1. (4) Given the reactants [Br:1][C:2]1[CH:7]=[CH:6][C:5](/[CH:8]=[CH:9]/[C:10]([O:12][CH3:13])=[O:11])=[C:4]([C:14]([F:17])([F:16])[F:15])[CH:3]=1.C[SiH](OCC)OCC, predict the reaction product. The product is: [Br:1][C:2]1[CH:7]=[CH:6][C:5]([CH2:8][CH2:9][C:10]([O:12][CH3:13])=[O:11])=[C:4]([C:14]([F:15])([F:16])[F:17])[CH:3]=1. (5) Given the reactants Br[C:2]1[C:3]([NH2:10])=[N:4][C:5]([Cl:9])=[C:6]([Br:8])[N:7]=1.[CH3:11][Si:12]([CH3:17])([CH3:16])[CH2:13][C:14]#[CH:15], predict the reaction product. The product is: [Br:8][C:6]1[N:7]=[C:2]([C:15]#[C:14][CH2:13][Si:12]([CH3:17])([CH3:16])[CH3:11])[C:3]([NH2:10])=[N:4][C:5]=1[Cl:9]. (6) Given the reactants [N:1]1([CH2:7][CH2:8][CH2:9][O:10][C:11]2[CH:21]=[CH:20][C:14]3[CH2:15][CH2:16][NH:17][CH2:18][CH2:19][C:13]=3[CH:12]=2)[CH2:6][CH2:5][CH2:4][CH2:3][CH2:2]1.[CH:22](=O)[C:23]1[CH:28]=[CH:27][CH:26]=[CH:25][CH:24]=1, predict the reaction product. The product is: [CH2:22]([N:17]1[CH2:18][CH2:19][C:13]2[CH:12]=[C:11]([O:10][CH2:9][CH2:8][CH2:7][N:1]3[CH2:2][CH2:3][CH2:4][CH2:5][CH2:6]3)[CH:21]=[CH:20][C:14]=2[CH2:15][CH2:16]1)[C:23]1[CH:28]=[CH:27][CH:26]=[CH:25][CH:24]=1. (7) Given the reactants [C:1]([N:8]1[CH2:15][CH2:14][CH2:13][C@@H:9]1[C:10]([OH:12])=O)([O:3][C:4]([CH3:7])([CH3:6])[CH3:5])=[O:2].[CH2:16]([CH:23]1[CH2:28][CH2:27][NH:26][CH2:25][CH2:24]1)[C:17]1[CH:22]=[CH:21][CH:20]=[CH:19][CH:18]=1.C1C=CC2N(O)N=NC=2C=1.C(Cl)CCl, predict the reaction product. The product is: [C:4]([O:3][C:1]([N:8]1[CH2:15][CH2:14][CH2:13][C@@H:9]1[C:10]([N:26]1[CH2:27][CH2:28][CH:23]([CH2:16][C:17]2[CH:22]=[CH:21][CH:20]=[CH:19][CH:18]=2)[CH2:24][CH2:25]1)=[O:12])=[O:2])([CH3:5])([CH3:6])[CH3:7].